This data is from Catalyst prediction with 721,799 reactions and 888 catalyst types from USPTO. The task is: Predict which catalyst facilitates the given reaction. (1) Reactant: [F:1][C:2]([F:26])([F:25])[C:3]1[CH:8]=[CH:7][C:6]([N:9]2[CH:13]=[N:12][C:11]([C:14]3[CH:19]=[CH:18][C:17]([C:20]#[C:21][CH2:22][CH2:23][OH:24])=[CH:16][CH:15]=3)=[N:10]2)=[CH:5][CH:4]=1. Product: [F:26][C:2]([F:1])([F:25])[C:3]1[CH:8]=[CH:7][C:6]([N:9]2[CH:13]=[N:12][C:11]([C:14]3[CH:19]=[CH:18][C:17]([CH2:20][CH2:21][CH2:22][CH2:23][OH:24])=[CH:16][CH:15]=3)=[N:10]2)=[CH:5][CH:4]=1. The catalyst class is: 153. (2) Reactant: [Br:1][C:2]1[CH:3]=[N:4][N:5]2[CH:10]=[C:9]([C:11]3[CH:12]=[N:13][N:14]([CH3:16])[CH:15]=3)[CH:8]=[C:7]([O:17][CH2:18][CH:19]3[CH2:24][CH2:23][CH2:22][N:21](C(OC(C)(C)C)=O)[CH2:20]3)[C:6]=12.FC(F)(F)C(O)=O. Product: [Br:1][C:2]1[CH:3]=[N:4][N:5]2[CH:10]=[C:9]([C:11]3[CH:12]=[N:13][N:14]([CH3:16])[CH:15]=3)[CH:8]=[C:7]([O:17][CH2:18][CH:19]3[CH2:24][CH2:23][CH2:22][NH:21][CH2:20]3)[C:6]=12. The catalyst class is: 4. (3) Reactant: Cl[C:2]1[C:11]2=[N:12][N:13](CC3C=CC(OC)=CC=3)[CH:14]=[C:10]2[C:9]2[CH:8]=[C:7]([O:24][CH3:25])[CH:6]=[CH:5][C:4]=2[N:3]=1.[NH2:26][C:27]1[CH:28]=[C:29]([NH:33][C:34](=[O:36])[CH3:35])[CH:30]=[CH:31][CH:32]=1.Cl. Product: [CH3:25][O:24][C:7]1[CH:6]=[CH:5][C:4]2[N:3]=[C:2]([NH:26][C:27]3[CH:28]=[C:29]([NH:33][C:34](=[O:36])[CH3:35])[CH:30]=[CH:31][CH:32]=3)[C:11]3[NH:12][N:13]=[CH:14][C:10]=3[C:9]=2[CH:8]=1. The catalyst class is: 71. (4) Reactant: [O:1]1[C:5]2[CH:6]=[CH:7][C:8]([CH:10]=[CH:11][C:12]([NH2:14])=[O:13])=[CH:9][C:4]=2[O:3][CH2:2]1.[Cl:15][CH:16](Cl)[C:17](=O)[CH3:18]. Product: [O:1]1[C:5]2[CH:6]=[CH:7][C:8]([CH:10]=[CH:11][C:12]3[O:13][CH:18]=[C:17]([CH2:16][Cl:15])[N:14]=3)=[CH:9][C:4]=2[O:3][CH2:2]1. The catalyst class is: 11. (5) Product: [CH2:7]([O:14][C:15](=[O:16])[NH:17][CH:18]1[CH2:19][CH2:20][CH:21]([C:24](=[O:26])[N:29]([O:30][CH3:31])[CH3:28])[CH2:22][CH2:23]1)[C:8]1[CH:9]=[CH:10][CH:11]=[CH:12][CH:13]=1. Reactant: C(Cl)(=O)C(Cl)=O.[CH2:7]([O:14][C:15]([NH:17][CH:18]1[CH2:23][CH2:22][CH:21]([C:24]([OH:26])=O)[CH2:20][CH2:19]1)=[O:16])[C:8]1[CH:13]=[CH:12][CH:11]=[CH:10][CH:9]=1.Cl.[CH3:28][NH:29][O:30][CH3:31]. The catalyst class is: 272. (6) Reactant: [Cl:1][C:2]1[CH:7]=[CH:6][CH:5]=[C:4]([Cl:8])[C:3]=1[CH2:9][S:10]([C:13]1[CH:14]=[C:15]2[C:19](=[CH:20][CH:21]=1)[NH:18][C:17](=[O:22])/[C:16]/2=[CH:23]\[C:24]1[NH:28][C:27]([CH3:29])=[C:26]([C:30](O)=[O:31])[C:25]=1[CH3:33])(=[O:12])=[O:11].C1C=CC2N(O)N=NC=2C=1.CCN=C=NCCCN(C)C.Cl.[NH2:56][C:57]([CH3:62])([CH2:60][OH:61])[CH2:58][OH:59]. Product: [OH:59][CH2:58][C:57]([NH:56][C:30]([C:26]1[C:25]([CH3:33])=[C:24](/[CH:23]=[C:16]2\[C:17](=[O:22])[NH:18][C:19]3[C:15]\2=[CH:14][C:13]([S:10]([CH2:9][C:3]2[C:2]([Cl:1])=[CH:7][CH:6]=[CH:5][C:4]=2[Cl:8])(=[O:12])=[O:11])=[CH:21][CH:20]=3)[NH:28][C:27]=1[CH3:29])=[O:31])([CH2:60][OH:61])[CH3:62]. The catalyst class is: 3. (7) Reactant: [CH3:1][N:2]1[CH2:7][CH2:6][N:5]([C:8]2[CH:29]=[CH:28][C:11]([C:12]([NH:14][C:15]3[C:16]4[CH:22]=[C:21]([C:23]([O:25]CC)=O)[S:20][C:17]=4[NH:18][N:19]=3)=[O:13])=[CH:10][CH:9]=2)[CH2:4][CH2:3]1.[NH2:30][NH2:31].O.NN. Product: [NH:30]([C:23]([C:21]1[S:20][C:17]2[NH:18][N:19]=[C:15]([NH:14][C:12](=[O:13])[C:11]3[CH:10]=[CH:9][C:8]([N:5]4[CH2:6][CH2:7][N:2]([CH3:1])[CH2:3][CH2:4]4)=[CH:29][CH:28]=3)[C:16]=2[CH:22]=1)=[O:25])[NH2:31]. The catalyst class is: 8. (8) Reactant: Cl[C:2]1[CH:10]=[CH:9][C:5]([C:6]([OH:8])=[O:7])=[CH:4][C:3]=1[N+:11]([O-:13])=[O:12].[OH-:14].[Na+].Cl. Product: [OH:14][C:2]1[CH:10]=[CH:9][C:5]([C:6]([OH:8])=[O:7])=[CH:4][C:3]=1[N+:11]([O-:13])=[O:12]. The catalyst class is: 6. (9) Reactant: [C:1]1([C:7]([NH:9][C:10]2[CH:15]=[CH:14][C:13]([CH:16]3[C:25]([CH3:27])([CH3:26])[CH2:24][C:23]4[C:18](=[CH:19][CH:20]=[C:21]([C:28]([O:30]C)=[O:29])[CH:22]=4)[NH:17]3)=[CH:12][CH:11]=2)=[O:8])[CH2:6][CH2:5][CH2:4][CH2:3][CH:2]=1.[OH-].[Na+]. Product: [C:1]1([C:7]([NH:9][C:10]2[CH:11]=[CH:12][C:13]([CH:16]3[C:25]([CH3:27])([CH3:26])[CH2:24][C:23]4[C:18](=[CH:19][CH:20]=[C:21]([C:28]([OH:30])=[O:29])[CH:22]=4)[NH:17]3)=[CH:14][CH:15]=2)=[O:8])[CH2:6][CH2:5][CH2:4][CH2:3][CH:2]=1. The catalyst class is: 24.